Dataset: Reaction yield outcomes from USPTO patents with 853,638 reactions. Task: Predict the reaction yield, written as a fraction of the theoretical maximum amount of product (1.0 means a 100% yield; for example, 0.34 means a 34% yield). (1) The reactants are [Cl:1][C:2]1[N:7]=[CH:6][C:5]([NH:8]C(=O)OC(C)(C)C)=[C:4]([NH:16][CH2:17][CH2:18][O:19][CH2:20][CH2:21][CH3:22])[CH:3]=1.Cl. The catalyst is O1CCOCC1. The product is [Cl:1][C:2]1[N:7]=[CH:6][C:5]([NH2:8])=[C:4]([NH:16][CH2:17][CH2:18][O:19][CH2:20][CH2:21][CH3:22])[CH:3]=1. The yield is 1.00. (2) The reactants are [CH2:1]([N:8]1[CH2:12][CH2:11][C@@H:10]([OH:13])[CH2:9]1)[C:2]1[CH:7]=[CH:6][CH:5]=[CH:4][CH:3]=1.[Cl:14][C:15]1[CH:29]=[CH:28][C:18]([CH:19](O)[C:20]2[CH:25]=[CH:24][C:23]([Cl:26])=[CH:22][CH:21]=2)=[CH:17][CH:16]=1.C1(C)C=CC(S(O)(=O)=O)=CC=1. The catalyst is C1(C)C=CC=CC=1. The product is [CH2:1]([N:8]1[CH2:12][CH2:11][C@@H:10]([O:13][CH:19]([C:18]2[CH:28]=[CH:29][C:15]([Cl:14])=[CH:16][CH:17]=2)[C:20]2[CH:21]=[CH:22][C:23]([Cl:26])=[CH:24][CH:25]=2)[CH2:9]1)[C:2]1[CH:3]=[CH:4][CH:5]=[CH:6][CH:7]=1. The yield is 0.670. (3) The product is [Br:9][C:10]1[CH:15]=[CH:14][C:13]([O:16][CH2:2][C:3]([N:5]([O:7][CH3:8])[CH3:6])=[O:4])=[C:12]([O:17][CH3:18])[CH:11]=1. The reactants are Cl[CH2:2][C:3]([N:5]([O:7][CH3:8])[CH3:6])=[O:4].[Br:9][C:10]1[CH:15]=[CH:14][C:13]([OH:16])=[C:12]([O:17][CH3:18])[CH:11]=1.C(=O)([O-])[O-].[K+].[K+]. The yield is 0.810. The catalyst is CN(C=O)C.C(Cl)Cl. (4) The reactants are [N+:1]([C:4]1[CH:9]=[CH:8][C:7]([OH:10])=[CH:6][CH:5]=1)([O-:3])=[O:2].[CH3:11][S:12][CH2:13][CH2:14]O.C1C=CC(P(C2C=CC=CC=2)C2C=CC=CC=2)=CC=1.CC(OC(/N=N/C(OC(C)C)=O)=O)C. The catalyst is C1(C)C=CC=CC=1. The product is [CH3:11][S:12][CH2:13][CH2:14][O:10][C:7]1[CH:8]=[CH:9][C:4]([N+:1]([O-:3])=[O:2])=[CH:5][CH:6]=1. The yield is 0.867. (5) The product is [CH:1](=[N:3][N:4]([C:13]1[CH:18]=[CH:17][C:16]([O:19][CH3:20])=[C:15]([F:21])[CH:14]=1)[C:5](=[O:12])[C:6]1[CH:7]=[CH:8][CH:9]=[CH:10][CH:11]=1)[CH3:2]. The yield is 0.470. The catalyst is N1C=CC=CC=1. The reactants are [CH:1](=[N:3]/[N:4]([C:13]1[CH:18]=[CH:17][C:16]([O:19][CH3:20])=[C:15]([F:21])[CH:14]=1)[C:5](=[O:12])[C:6]1[CH:11]=[CH:10][CH:9]=[CH:8][CH:7]=1)\[CH3:2].FC1C=C(N/N=C/C)C=CC=1OC.FC1C=C(N/N=C\C)C=CC=1OC. (6) The reactants are [H-].[Na+].[C:3]([O:22][CH2:23][CH2:24][O:25][CH2:26][CH2:27][O:28][CH2:29][CH2:30][O:31][CH2:32][CH2:33][O:34][CH2:35][CH2:36][O:37][C:38]1[CH:39]=[C:40]([OH:45])[CH:41]=[C:42]([OH:44])[CH:43]=1)([C:16]1[CH:21]=[CH:20][CH:19]=[CH:18][CH:17]=1)([C:10]1[CH:15]=[CH:14][CH:13]=[CH:12][CH:11]=1)[C:4]1[CH:9]=[CH:8][CH:7]=[CH:6][CH:5]=1.Br[CH2:47][CH2:48][O:49][CH2:50][CH2:51][O:52][CH2:53][CH2:54][O:55][CH2:56][CH2:57][O:58][CH2:59][CH2:60][O:61][CH2:62][C:63]1[CH:68]=[CH:67][CH:66]=[CH:65][CH:64]=1. The catalyst is C1COCC1.CN(C=O)C. The product is [CH2:62]([O:61][CH2:60][CH2:59][O:58][CH2:57][CH2:56][O:55][CH2:54][CH2:53][O:52][CH2:51][CH2:50][O:49][CH2:48][CH2:47][O:45][C:40]1[CH:39]=[C:38]([O:37][CH2:36][CH2:35][O:34][CH2:33][CH2:32][O:31][CH2:30][CH2:29][O:28][CH2:27][CH2:26][O:25][CH2:24][CH2:23][O:22][C:3]([C:16]2[CH:17]=[CH:18][CH:19]=[CH:20][CH:21]=2)([C:10]2[CH:11]=[CH:12][CH:13]=[CH:14][CH:15]=2)[C:4]2[CH:5]=[CH:6][CH:7]=[CH:8][CH:9]=2)[CH:43]=[C:42]([O:44][CH2:36][CH2:35][O:34][CH2:33][CH2:32][O:31][CH2:30][CH2:29][O:28][CH2:27][CH2:26][O:25][CH2:24][CH2:23][O:22][CH2:3][C:4]2[CH:5]=[CH:6][CH:7]=[CH:8][CH:9]=2)[CH:41]=1)[C:63]1[CH:68]=[CH:67][CH:66]=[CH:65][CH:64]=1. The yield is 0.590.